This data is from Full USPTO retrosynthesis dataset with 1.9M reactions from patents (1976-2016). The task is: Predict the reactants needed to synthesize the given product. (1) Given the product [F:1][C:2]1[CH:3]=[C:4]([C:12]2[CH:13]=[C:14]([CH:18]=[CH:19][CH:20]=2)[C:15]([OH:17])=[O:16])[CH:5]=[CH:6][CH:7]=1, predict the reactants needed to synthesize it. The reactants are: [F:1][C:2]1[CH:3]=[C:4](B(O)O)[CH:5]=[CH:6][CH:7]=1.Br[C:12]1[CH:13]=[C:14]([CH:18]=[CH:19][CH:20]=1)[C:15]([OH:17])=[O:16].C([O-])([O-])=O.[Na+].[Na+].CN(C=O)C. (2) Given the product [CH2:1]([N:8]1[CH2:13][CH2:12][N:11]([CH2:15][C:16]([NH:18][CH3:19])=[O:17])[CH2:10][CH2:9]1)[C:2]1[CH:3]=[CH:4][CH:5]=[CH:6][CH:7]=1, predict the reactants needed to synthesize it. The reactants are: [CH2:1]([N:8]1[CH2:13][CH2:12][NH:11][CH2:10][CH2:9]1)[C:2]1[CH:7]=[CH:6][CH:5]=[CH:4][CH:3]=1.Cl[CH2:15][C:16]([NH:18][CH3:19])=[O:17].C(=O)([O-])[O-].[K+].[K+].CCOC(C)=O. (3) Given the product [C:1]([C:5]1[CH:6]=[C:7]([NH:28][C:29]([NH:31][C@@H:32]2[C:41]3[C:36](=[CH:37][CH:38]=[CH:39][CH:40]=3)[C@H:35]([O:42][C:43]3[CH:44]=[CH:45][C:46]4[N:47]([C:49]([C@@H:52]5[CH2:56][CH2:55][CH2:54][N:53]5[CH3:57])=[N:50][N:51]=4)[CH:48]=3)[CH2:34][CH2:33]2)=[O:30])[N:8]([C:10]2[CH:15]=[CH:14][C:13]([OH:16])=[C:12]([Cl:27])[CH:11]=2)[N:9]=1)([CH3:4])([CH3:2])[CH3:3], predict the reactants needed to synthesize it. The reactants are: [C:1]([C:5]1[CH:6]=[C:7]([NH:28][C:29]([NH:31][C@@H:32]2[C:41]3[C:36](=[CH:37][CH:38]=[CH:39][CH:40]=3)[C@H:35]([O:42][C:43]3[CH:44]=[CH:45][C:46]4[N:47]([C:49]([C@@H:52]5[CH2:56][CH2:55][CH2:54][N:53]5[CH3:57])=[N:50][N:51]=4)[CH:48]=3)[CH2:34][CH2:33]2)=[O:30])[N:8]([C:10]2[CH:15]=[CH:14][C:13]([O:16][Si](C(C)C)(C(C)C)C(C)C)=[C:12]([Cl:27])[CH:11]=2)[N:9]=1)([CH3:4])([CH3:3])[CH3:2].CCCC[N+](CCCC)(CCCC)CCCC.[F-].O. (4) Given the product [CH3:1][CH2:2][C@H:3]1[O:20][C:18](=[O:19])[CH2:17][C@@H:16]([OH:21])[C@H:15]([CH3:22])[C@@H:14]([O:23][C@@H:24]2[O:29][C@H:28]([CH3:30])[C@@H:27]([O:31][C@@H:32]3[O:37][C@@H:36]([CH3:38])[C@H:35]([OH:39])[C@@:34]([OH:41])([CH3:40])[CH2:33]3)[C@H:26]([N:42]([CH3:44])[CH3:43])[C@H:25]2[OH:45])[C@@H:13]([CH2:46][CH:47]=[O:48])[CH2:12][C@@H:11]([CH3:49])[C:9](=[O:10])[CH:8]=[CH:7][C:6]([CH3:50])=[CH:5][C@@H:4]1[CH2:51][O:52][C@@H:53]1[O:58][C@H:57]([CH3:59])[C@@H:56]([OH:60])[C@@H:55]([O:61][CH3:62])[C@H:54]1[O:63][CH3:64], predict the reactants needed to synthesize it. The reactants are: [CH3:1][CH2:2][C@H:3]1[O:20][C:18](=[O:19])[CH2:17][C@@H:16]([OH:21])[C@H:15]([CH3:22])[C@@H:14]([O:23][C@@H:24]2[O:29][C@H:28]([CH3:30])[C@@H:27]([O:31][C@@H:32]3[O:37][C@@H:36]([CH3:38])[C@H:35]([OH:39])[C@@:34]([OH:41])([CH3:40])[CH2:33]3)[C@H:26]([N:42]([CH3:44])[CH3:43])[C@H:25]2[OH:45])[C@@H:13]([CH2:46][CH:47]=[O:48])[CH2:12][C@@H:11]([CH3:49])[C:9](=[O:10])[CH:8]=[CH:7][C:6]([CH3:50])=[CH:5][C@@H:4]1[CH2:51][O:52][C@@H:53]1[O:58][C@H:57]([CH3:59])[C@@H:56]([OH:60])[C@@H:55]([O:61][CH3:62])[C@H:54]1[O:63][CH3:64].C([O-])(=O)C(C(C([O-])=O)O)O.C([O-])(=O)C(C(C([O-])=O)O)O. (5) Given the product [C:18]([O:21][C:22](=[O:23])[NH:1][CH2:2][C:3]1[CH:8]=[CH:7][C:6]([NH2:9])=[CH:5][CH:4]=1)([CH3:20])([CH3:19])[CH3:17], predict the reactants needed to synthesize it. The reactants are: [NH2:1][CH2:2][C:3]1[CH:8]=[CH:7][C:6]([NH2:9])=[CH:5][CH:4]=1.C(N(CC)CC)C.[CH3:17][C:18]([O:21][C:22](O[C:22]([O:21][C:18]([CH3:20])([CH3:19])[CH3:17])=[O:23])=[O:23])([CH3:20])[CH3:19].C([O-])(O)=O.[Na+]. (6) Given the product [C:20]([O:24][C:25]([NH:27][CH2:28][C:29]1[CH:34]=[CH:33][C:32]([C:2]2[S:3][C:4]([C:7](=[O:13])[CH2:8][C:9]([CH3:12])([CH3:11])[CH3:10])=[CH:5][CH:6]=2)=[CH:31][CH:30]=1)=[O:26])([CH3:23])([CH3:21])[CH3:22], predict the reactants needed to synthesize it. The reactants are: Br[C:2]1[S:3][C:4]([C:7](=[O:13])[CH2:8][C:9]([CH3:12])([CH3:11])[CH3:10])=[CH:5][CH:6]=1.C([O-])([O-])=O.[Na+].[Na+].[C:20]([O:24][C:25]([NH:27][CH2:28][C:29]1[CH:34]=[CH:33][C:32](B(O)O)=[CH:31][CH:30]=1)=[O:26])([CH3:23])([CH3:22])[CH3:21].O. (7) Given the product [NH2:1][C:2]1[C:11]([O:18][CH3:17])=[N:10][C:9]2[C:4](=[CH:5][C:6]([O:15][CH3:16])=[C:7]([O:13][CH3:14])[CH:8]=2)[N:3]=1, predict the reactants needed to synthesize it. The reactants are: [NH2:1][C:2]1[C:11](Cl)=[N:10][C:9]2[C:4](=[CH:5][C:6]([O:15][CH3:16])=[C:7]([O:13][CH3:14])[CH:8]=2)[N:3]=1.[CH3:17][O-:18].[Na+].